Dataset: Reaction yield outcomes from USPTO patents with 853,638 reactions. Task: Predict the reaction yield, written as a fraction of the theoretical maximum amount of product (1.0 means a 100% yield; for example, 0.34 means a 34% yield). (1) The reactants are [NH:1]1[CH:5]=[CH:4][N:3]=[N:2]1.O.[OH-].[Cs+].[Cl:9][C:10]1[CH:15]=[C:14]([Cl:16])[C:13]([O:17][CH3:18])=[CH:12][C:11]=1[NH:19][C:20]1[C:25]([C:26]#[N:27])=[CH:24][N:23]=[C:22]2[CH:28]=[C:29]([C:31]#[CH:32])[S:30][C:21]=12. The catalyst is CN1CCCC1=O. The product is [Cl:9][C:10]1[CH:15]=[C:14]([Cl:16])[C:13]([O:17][CH3:18])=[CH:12][C:11]=1[NH:19][C:20]1[C:25]([C:26]#[N:27])=[CH:24][N:23]=[C:22]2[CH:28]=[C:29](/[CH:31]=[CH:32]/[N:2]3[N:3]=[CH:4][CH:5]=[N:1]3)[S:30][C:21]=12. The yield is 0.380. (2) The reactants are [NH2:1][C:2]1[CH:3]=[CH:4][C:5]2[NH:6][C:7]3[C:12]([C:13]=2[CH:14]=1)=[CH:11][C:10]([O:15][CH2:16][C:17]1[CH:22]=[CH:21][CH:20]=[CH:19][CH:18]=1)=[CH:9][CH:8]=3.[CH2:23]=O.C[O-].[Na+].[BH4-].[Na+].[OH-].[Na+]. The catalyst is CO. The product is [CH2:16]([O:15][C:10]1[CH:11]=[C:12]2[C:7](=[CH:8][CH:9]=1)[NH:6][C:5]1[CH:4]=[CH:3][C:2]([NH:1][CH3:23])=[CH:14][C:13]2=1)[C:17]1[CH:18]=[CH:19][CH:20]=[CH:21][CH:22]=1. The yield is 1.00. (3) The reactants are [CH2:1]([O:3][C:4]([C:6]1[N:15]([CH2:16][O:17][CH2:18][CH2:19][Si:20]([CH3:23])([CH3:22])[CH3:21])[C:9]2[N:10]=[CH:11][N:12]=[C:13](Cl)[C:8]=2[CH:7]=1)=[O:5])[CH3:2].[F:24][C:25]1[CH:30]=[CH:29][C:28]([NH:31][C:32]([C:34]2([C:37]([OH:39])=O)[CH2:36][CH2:35]2)=[O:33])=[CH:27][CH:26]=1.CN(C(ON1N=[N:55][C:50]2[CH:51]=[CH:52]C=N[C:49]1=2)=[N+](C)C)C.[F:57][P-](F)(F)(F)(F)F.CN(C=O)C.C([O:72][CH2:73][CH3:74])(=O)C. No catalyst specified. The product is [CH2:1]([O:3][C:4]([C:6]1[N:15]([CH2:16][O:17][CH2:18][CH2:19][Si:20]([CH3:23])([CH3:22])[CH3:21])[C:9]2[N:10]=[CH:11][N:12]=[C:13]([O:72][C:73]3[CH:74]=[CH:49][C:50]([NH:55][C:37]([C:34]4([C:32](=[O:33])[NH:31][C:28]5[CH:27]=[CH:26][C:25]([F:24])=[CH:30][CH:29]=5)[CH2:35][CH2:36]4)=[O:39])=[CH:51][C:52]=3[F:57])[C:8]=2[CH:7]=1)=[O:5])[CH3:2]. The yield is 0.530. (4) The reactants are [Cl:1][C:2]1[CH:3]=[C:4]([CH2:8][C:9]([OH:11])=O)[CH:5]=[CH:6][CH:7]=1.[N:12](=[CH:14]/[C:15]1[CH:20]=[CH:19][CH:18]=[CH:17][C:16]=1[NH:21][S:22]([C:25]1[CH:30]=[CH:29][C:28]([C:31]([F:34])([F:33])[F:32])=[CH:27][CH:26]=1)(=[O:24])=[O:23])\[NH2:13].Cl.C(N=C=NCCCN(C)C)C.O. The product is [Cl:1][C:2]1[CH:3]=[C:4]([CH2:8][C:9]([NH:13]/[N:12]=[CH:14]/[C:15]2[CH:20]=[CH:19][CH:18]=[CH:17][C:16]=2[NH:21][S:22]([C:25]2[CH:30]=[CH:29][C:28]([C:31]([F:32])([F:33])[F:34])=[CH:27][CH:26]=2)(=[O:24])=[O:23])=[O:11])[CH:5]=[CH:6][CH:7]=1. The yield is 0.600. The catalyst is CN(C)C1C=CN=CC=1.CN(C)C(=O)C. (5) The reactants are [C:1]([O:5][C:6]([N:8]1[CH2:12][CH2:11][CH2:10][CH:9]1[C:13]1[CH:18]=[CH:17][CH:16]=[CH:15][C:14]=1[Cl:19])=[O:7])([CH3:4])([CH3:3])[CH3:2].[CH3:20]N(CCN(C)C)C.C([Li])(CC)C.IC. The catalyst is C1COCC1. The product is [C:1]([O:5][C:6]([N:8]1[CH2:12][CH2:11][CH2:10][C:9]1([C:13]1[CH:18]=[CH:17][CH:16]=[CH:15][C:14]=1[Cl:19])[CH3:20])=[O:7])([CH3:4])([CH3:2])[CH3:3]. The yield is 0.370. (6) The reactants are [Cl:1][C:2]1[CH:13]=[CH:12][C:5]([O:6][CH:7]([CH3:11])[C:8]([OH:10])=O)=[C:4]([CH3:14])[CH:3]=1.[NH:15]1[C:24]2[C:19](=[CH:20][CH:21]=[CH:22][CH:23]=2)[CH2:18][CH2:17][CH2:16]1. No catalyst specified. The product is [Cl:1][C:2]1[CH:13]=[CH:12][C:5]([O:6][CH:7]([CH3:11])[C:8]([N:15]2[C:24]3[C:19](=[CH:20][CH:21]=[CH:22][CH:23]=3)[CH2:18][CH2:17][CH2:16]2)=[O:10])=[C:4]([CH3:14])[CH:3]=1. The yield is 0.460.